This data is from CYP1A2 inhibition data for predicting drug metabolism from PubChem BioAssay. The task is: Regression/Classification. Given a drug SMILES string, predict its absorption, distribution, metabolism, or excretion properties. Task type varies by dataset: regression for continuous measurements (e.g., permeability, clearance, half-life) or binary classification for categorical outcomes (e.g., BBB penetration, CYP inhibition). Dataset: cyp1a2_veith. The molecule is CCNc1ncc2nc(C)c(=O)n(Cc3cccc(OC)c3)c2n1. The result is 1 (inhibitor).